This data is from Full USPTO retrosynthesis dataset with 1.9M reactions from patents (1976-2016). The task is: Predict the reactants needed to synthesize the given product. (1) Given the product [OH:8][CH2:9][CH2:10][O:11][C:12]1[CH:20]=[C:19]2[C:15]([C:16]([C:21](=[O:38])[CH:22]([NH:29][C:30]3[CH:35]=[CH:34][CH:33]=[C:32]([O:36][CH3:37])[CH:31]=3)[C:23]3[CH:24]=[CH:25][CH:26]=[CH:27][CH:28]=3)=[CH:17][NH:18]2)=[CH:14][CH:13]=1, predict the reactants needed to synthesize it. The reactants are: [Si]([O:8][CH2:9][CH2:10][O:11][C:12]1[CH:20]=[C:19]2[C:15]([C:16]([C:21](=[O:38])[CH:22]([NH:29][C:30]3[CH:35]=[CH:34][CH:33]=[C:32]([O:36][CH3:37])[CH:31]=3)[C:23]3[CH:28]=[CH:27][CH:26]=[CH:25][CH:24]=3)=[CH:17][NH:18]2)=[CH:14][CH:13]=1)(C(C)(C)C)(C)C.Cl.O1CCOCC1.[OH-].[Na+]. (2) Given the product [CH3:21][C:18]1([CH3:22])[CH2:19][CH2:20][C:15]([C:3]2[CH:4]=[C:5]([CH:8]3[CH2:9][CH2:10][C:11](=[O:14])[CH2:12][CH2:13]3)[CH:6]=[CH:7][C:2]=2[NH:1][C:39]([C:28]2[N:29]([CH2:31][O:32][CH2:33][CH2:34][Si:35]([CH3:38])([CH3:37])[CH3:36])[CH:30]=[C:26]([C:24]#[N:25])[N:27]=2)=[O:40])=[CH:16][CH2:17]1, predict the reactants needed to synthesize it. The reactants are: [NH2:1][C:2]1[CH:7]=[CH:6][C:5]([CH:8]2[CH2:13][CH2:12][C:11](=[O:14])[CH2:10][CH2:9]2)=[CH:4][C:3]=1[C:15]1[CH2:20][CH2:19][C:18]([CH3:22])([CH3:21])[CH2:17][CH:16]=1.[K+].[C:24]([C:26]1[N:27]=[C:28]([C:39]([O-])=[O:40])[N:29]([CH2:31][O:32][CH2:33][CH2:34][Si:35]([CH3:38])([CH3:37])[CH3:36])[CH:30]=1)#[N:25]. (3) The reactants are: [Cl:1][C:2]1[N:3]=[CH:4][N:5](COCC[Si](C)(C)C)[C:6]=1[C:7]([NH:9][CH2:10][C:11]1[CH:16]=[CH:15][C:14]([Cl:17])=[C:13]([O:18][C:19]2[CH:24]=[C:23]([CH:25]([F:27])[F:26])[CH:22]=[C:21]([C:28]#[N:29])[CH:20]=2)[C:12]=1[F:30])=[O:8].C(O)(C(F)(F)F)=O. Given the product [Cl:1][C:2]1[N:3]=[CH:4][NH:5][C:6]=1[C:7]([NH:9][CH2:10][C:11]1[CH:16]=[CH:15][C:14]([Cl:17])=[C:13]([O:18][C:19]2[CH:24]=[C:23]([CH:25]([F:26])[F:27])[CH:22]=[C:21]([C:28]#[N:29])[CH:20]=2)[C:12]=1[F:30])=[O:8], predict the reactants needed to synthesize it. (4) Given the product [CH:1]1[CH:10]=[N:9][C:8]2[C:3](=[C:4]([N+:12]([O-:14])=[O:13])[CH:5]=[CH:6][C:7]=2[OH:11])[CH:2]=1.[OH:15][CH2:16][CH2:17][N+:18]([CH3:21])([CH3:20])[CH3:19], predict the reactants needed to synthesize it. The reactants are: [CH:1]1[CH:10]=[N:9][C:8]2[C:3](=[C:4]([N+:12]([O-:14])=[O:13])[CH:5]=[CH:6][C:7]=2[OH:11])[CH:2]=1.[OH:15][CH2:16][CH2:17][N+:18]([CH3:21])([CH3:20])[CH3:19]. (5) Given the product [Cl:1][C:2]1[CH:7]=[CH:6][C:5]([CH:8]([NH:9][S:10]([C:12]([CH3:15])([CH3:14])[CH3:13])=[O:11])[CH2:34][C:35]2[CH:40]=[CH:39][N:38]=[CH:37][CH:36]=2)=[C:4]([F:16])[C:3]=1[O:17][C:18]1[CH:19]=[CH:20][CH:21]=[CH:22][CH:23]=1, predict the reactants needed to synthesize it. The reactants are: [Cl:1][C:2]1[CH:7]=[CH:6][C:5]([CH:8]=[N:9][S:10]([C:12]([CH3:15])([CH3:14])[CH3:13])=[O:11])=[C:4]([F:16])[C:3]=1[O:17][C:18]1[CH:23]=[CH:22][CH:21]=[CH:20][CH:19]=1.ClC1C(O)=C(F)C(C)=CC=1.[CH3:34][C:35]1[CH:40]=[CH:39][N:38]=[CH:37][CH:36]=1. (6) Given the product [CH3:39][O:38][C:36]([C:33]1[CH:32]=[N:31][C:30]([O:24][C:20]2[CH:21]=[CH:22][CH:23]=[C:18]([C:17]3[C:16]4[C:11](=[C:12]([C:25]([F:28])([F:26])[F:27])[CH:13]=[CH:14][CH:15]=4)[N:10]=[CH:9][C:8]=3[CH2:1][C:2]3[CH:3]=[CH:4][CH:5]=[CH:6][CH:7]=3)[CH:19]=2)=[CH:35][N:34]=1)=[O:37], predict the reactants needed to synthesize it. The reactants are: [CH2:1]([C:8]1[CH:9]=[N:10][C:11]2[C:16]([C:17]=1[C:18]1[CH:19]=[C:20]([OH:24])[CH:21]=[CH:22][CH:23]=1)=[CH:15][CH:14]=[CH:13][C:12]=2[C:25]([F:28])([F:27])[F:26])[C:2]1[CH:7]=[CH:6][CH:5]=[CH:4][CH:3]=1.Cl[C:30]1[N:31]=[CH:32][C:33]([C:36]([O:38][CH3:39])=[O:37])=[N:34][CH:35]=1.C(=O)([O-])[O-].[Cs+].[Cs+]. (7) Given the product [CH3:29][C:27]1[CH:28]=[C:12]([CH:11]=[C:8]2[CH2:9][CH2:10][C:5](=[O:4])[CH2:6][CH2:7]2)[CH:13]=[C:14]([O:15][C:16]2[CH:21]=[CH:20][C:19]([C:22]([F:25])([F:23])[F:24])=[CH:18][N:17]=2)[CH:26]=1, predict the reactants needed to synthesize it. The reactants are: O1[C:5]2([CH2:10][CH2:9][C:8](=[CH:11][C:12]3[CH:13]=[C:14]([CH:26]=[C:27]([CH3:29])[CH:28]=3)[O:15][C:16]3[CH:21]=[CH:20][C:19]([C:22]([F:25])([F:24])[F:23])=[CH:18][N:17]=3)[CH2:7][CH2:6]2)[O:4]CC1.Cl. (8) Given the product [CH3:6][CH:5]([CH2:4][C:3]#[C:2][CH3:1])[C@H:7]([O:26][Si:32]([CH2:30][CH3:31])([CH2:35][CH3:36])[CH2:33][CH3:34])/[CH:8]=[CH:9]/[C@H:10]1[C@H:11]([O:25][Si:32]([CH2:37][CH3:38])([CH2:35][CH3:36])[CH2:33][CH3:34])[CH2:12][C@H:13]2[C@@H:14]1[CH2:15]/[C:16](=[CH:17]/[CH2:18][CH2:19][CH2:20][C:21]([OH:23])=[O:22])/[CH2:24]2, predict the reactants needed to synthesize it. The reactants are: [CH3:1][C:2]#[C:3][CH2:4][CH:5]([C@H:7]([OH:26])/[CH:8]=[CH:9]/[C@@H:10]1[C@H:14]2[CH2:15]/[C:16](/[CH2:24][C@H:13]2[CH2:12][C@H:11]1[OH:25])=[CH:17]/[CH2:18][CH2:19][CH2:20][C:21]([OH:23])=[O:22])[CH3:6].N1[CH:31]=[CH:30]N=C1.[Si:32](Cl)([CH2:37][CH3:38])([CH2:35][CH3:36])[CH2:33][CH3:34]. (9) Given the product [CH3:1][NH:2][CH:3]1[CH2:7][CH2:6][N:5]([C:9]2[CH:14]=[CH:13][C:12]([N+:15]([O-:17])=[O:16])=[CH:11][N:10]=2)[CH2:4]1, predict the reactants needed to synthesize it. The reactants are: [CH3:1][NH:2][CH:3]1[CH2:7][CH2:6][NH:5][CH2:4]1.Br[C:9]1[CH:14]=[CH:13][C:12]([N+:15]([O-:17])=[O:16])=[CH:11][N:10]=1. (10) Given the product [CH2:8]([N:9]1[C:10](=[O:11])[C:12]2=[CH:13][CH:14]=[CH:15][CH:16]=[C:17]2[C:18]1=[O:19])[CH2:1][C:2]1[CH:3]=[CH:23][CH:22]=[CH:21][CH:20]=1, predict the reactants needed to synthesize it. The reactants are: [CH2:1]1[CH:8]([N:9]2[C:18](=[O:19])[C:17]3[C:12](=[CH:13][CH:14]=[CH:15][CH:16]=3)[C:10]2=[O:11])C(=O)O[C:3](=O)[CH2:2]1.[CH2:20](N)[CH2:21][C:22]1C=CC=C[CH:23]=1.